From a dataset of Full USPTO retrosynthesis dataset with 1.9M reactions from patents (1976-2016). Predict the reactants needed to synthesize the given product. (1) Given the product [Cl:36][C:18]1[C:19]([NH:21][C:22]2[CH:27]=[CH:26][CH:25]=[CH:24][C:23]=2[S:28]([N:31]2[CH2:35][CH2:34][CH2:33][CH2:32]2)(=[O:30])=[O:29])=[N:20][C:15]([NH:1][C:2]2[CH:3]=[CH:4][C:5]3[CH2:11][CH2:10][CH2:9][C:8](=[O:12])[NH:7][C:6]=3[CH:13]=2)=[N:16][CH:17]=1, predict the reactants needed to synthesize it. The reactants are: [NH2:1][C:2]1[CH:3]=[CH:4][C:5]2[CH2:11][CH2:10][CH2:9][C:8](=[O:12])[NH:7][C:6]=2[CH:13]=1.Cl[C:15]1[N:20]=[C:19]([NH:21][C:22]2[CH:27]=[CH:26][CH:25]=[CH:24][C:23]=2[S:28]([N:31]2[CH2:35][CH2:34][CH2:33][CH2:32]2)(=[O:30])=[O:29])[C:18]([Cl:36])=[CH:17][N:16]=1.C12(CS(O)(=O)=O)C(C)(C)C(CC1)CC2=O.C(=O)(O)[O-].[Na+]. (2) Given the product [F:27][C:21]1[CH:22]=[C:23]([F:26])[CH:24]=[CH:25][C:20]=1[C:11]1[N:10]=[C:9]([NH:8][C:28]2[C:33]([F:34])=[CH:32][CH:31]=[CH:30][C:29]=2[F:35])[CH:19]=[CH:18][C:12]=1[C:13]([OH:15])=[O:14], predict the reactants needed to synthesize it. The reactants are: C(OC([N:8]([C:28]1[C:33]([F:34])=[CH:32][CH:31]=[CH:30][C:29]=1[F:35])[C:9]1[CH:19]=[CH:18][C:12]([C:13]([O:15]CC)=[O:14])=[C:11]([C:20]2[CH:25]=[CH:24][C:23]([F:26])=[CH:22][C:21]=2[F:27])[N:10]=1)=O)(C)(C)C.S(=O)(=O)(O)O. (3) Given the product [N:2]1[CH:7]=[CH:6][C:5]([O:8][C:9]2[CH:14]=[CH:13][C:12]([SH:24])=[CH:11][CH:10]=2)=[CH:4][CH:3]=1, predict the reactants needed to synthesize it. The reactants are: Cl.[N:2]1[CH:7]=[CH:6][C:5]([O:8][C:9]2[CH:14]=[CH:13][C:12](N)=[CH:11][CH:10]=2)=[CH:4][CH:3]=1.N([O-])=O.[Na+].C(OC([S-])=[S:24])C.[K+].[OH-].[K+]. (4) Given the product [Br:12][C:4]1[CH:3]=[C:2]([CH3:1])[N:7]=[C:6]([OH:8])[CH:5]=1, predict the reactants needed to synthesize it. The reactants are: [CH3:1][C:2]1[N:7]=[C:6]([OH:8])[CH:5]=[C:4](O)[CH:3]=1.P(Br)(Br)([Br:12])=O.C([O-])([O-])=O.[Na+].[Na+]. (5) The reactants are: [Cl:1][C:2]1[N:3]=[C:4]([Cl:11])[C:5]2[NH:10][CH:9]=[CH:8][C:6]=2[N:7]=1.[CH3:12][C:13]1[CH:18]=[CH:17][C:16]([S:19](Cl)(=[O:21])=[O:20])=[CH:15][CH:14]=1.ClC1N=C(Cl)C2C=CN(S(C3C=CC(C)=CC=3)(=O)=O)C=2N=1. Given the product [Cl:1][C:2]1[N:3]=[C:4]([Cl:11])[C:5]2[N:10]([S:19]([C:16]3[CH:17]=[CH:18][C:13]([CH3:12])=[CH:14][CH:15]=3)(=[O:21])=[O:20])[CH:9]=[CH:8][C:6]=2[N:7]=1, predict the reactants needed to synthesize it. (6) Given the product [N:32]([CH2:16][C:8]1[CH:9]=[C:10]2[N:15]([C:7]=1[C:1]1[CH:6]=[CH:5][CH:4]=[CH:3][CH:2]=1)[CH:14]=[CH:13][CH:12]=[CH:11]2)=[N+:33]=[N-:34], predict the reactants needed to synthesize it. The reactants are: [C:1]1([C:7]2[N:15]3[C:10]([CH:11]=[CH:12][CH:13]=[CH:14]3)=[CH:9][C:8]=2[CH2:16]O)[CH:6]=[CH:5][CH:4]=[CH:3][CH:2]=1.C1C=CC(P([N:32]=[N+:33]=[N-:34])(C2C=CC=CC=2)=O)=CC=1.C1CCN2C(=NCCC2)CC1. (7) The reactants are: [CH2:1]1[C:13]2[NH:12][C:11]3[C:6](=[CH:7][CH:8]=[CH:9][CH:10]=3)[C:5]=2[CH2:4][CH2:3][NH:2]1.[N:14]([C:17]1[CH:22]=[CH:21][CH:20]=[C:19]([C:23]([F:26])([F:25])[F:24])[CH:18]=1)=[C:15]=[O:16]. Given the product [F:24][C:23]([F:25])([F:26])[C:19]1[CH:18]=[C:17]([NH:14][C:15]([N:2]2[CH2:3][CH2:4][C:5]3[C:6]4[C:11](=[CH:10][CH:9]=[CH:8][CH:7]=4)[NH:12][C:13]=3[CH2:1]2)=[O:16])[CH:22]=[CH:21][CH:20]=1, predict the reactants needed to synthesize it. (8) Given the product [CH3:13][S:10]([CH2:9][CH2:8][NH:7][C:14]1[C:15]2[N:16]([C:20]([C:31]3[CH:30]=[CH:29][N:28]=[C:27]([NH:46][CH:47]4[CH2:52][CH2:51][O:50][CH2:49][CH2:48]4)[N:32]=3)=[CH:21][N:22]=2)[CH:17]=[CH:18][N:19]=1)(=[O:11])=[O:12], predict the reactants needed to synthesize it. The reactants are: C(OC(=O)[N:7]([C:14]1[C:15]2[N:16]([C:20](Br)=[CH:21][N:22]=2)[CH:17]=[CH:18][N:19]=1)[CH2:8][CH2:9][S:10]([CH3:13])(=[O:12])=[O:11])(C)(C)C.CS[C:27]1[N:32]=[C:31]([Sn](CCCC)(CCCC)CCCC)[CH:30]=[CH:29][N:28]=1.[NH2:46][CH:47]1[CH2:52][CH2:51][O:50][CH2:49][CH2:48]1.